This data is from Forward reaction prediction with 1.9M reactions from USPTO patents (1976-2016). The task is: Predict the product of the given reaction. (1) Given the reactants [CH2:1]([C:6]1[CH:38]=[CH:37][C:9]([O:10][C:11]([C:13]2[CH:18]=[CH:17][C:16]([O:19][C:20](=[O:36])[C:21]3[CH:26]=[CH:25][C:24]([O:27]CC4C=CC=CC=4)=[CH:23][C:22]=3[Cl:35])=[CH:15][CH:14]=2)=[O:12])=[CH:8][CH:7]=1)[CH2:2][CH2:3][CH2:4][CH3:5].C1CCCCC1, predict the reaction product. The product is: [CH2:1]([C:6]1[CH:38]=[CH:37][C:9]([O:10][C:11]([C:13]2[CH:18]=[CH:17][C:16]([O:19][C:20](=[O:36])[C:21]3[CH:26]=[CH:25][C:24]([OH:27])=[CH:23][C:22]=3[Cl:35])=[CH:15][CH:14]=2)=[O:12])=[CH:8][CH:7]=1)[CH2:2][CH2:3][CH2:4][CH3:5]. (2) The product is: [NH2:1][C:2]1[C:3]([C:9]([NH:11][C:12]2[CH:17]=[CH:16][CH:15]=[C:14]([C:18]#[CH:19])[N:13]=2)=[O:10])=[N:4][C:5]([Cl:8])=[CH:6][N:7]=1. Given the reactants [NH2:1][C:2]1[C:3]([C:9]([NH:11][C:12]2[CH:17]=[CH:16][CH:15]=[C:14]([C:18]#[C:19][Si](C)(C)C)[N:13]=2)=[O:10])=[N:4][C:5]([Cl:8])=[CH:6][N:7]=1.CCCC[N+](CCCC)(CCCC)CCCC.[F-], predict the reaction product. (3) Given the reactants [F:8][C:7]([F:10])([F:9])[C:6](O[C:6](=O)[C:7]([F:10])([F:9])[F:8])=O.[NH2:14][C:15]1[CH:20]=[CH:19][CH:18]=[CH:17][CH:16]=1.Cl[CH2:22][CH2:23]Cl, predict the reaction product. The product is: [F:10][C:7]([F:8])([F:9])[C:6]1[CH:23]=[CH:22][C:20]2[C:15](=[CH:16][CH:17]=[CH:18][CH:19]=2)[N:14]=1. (4) Given the reactants [F:1][C:2]1[CH:3]=[C:4]([C:21]2[CH:22]=[N:23][N:24]3[CH:29]=[CH:28][C:27]([N:30]4[C@@H:34]([C:35]5[CH:40]=[CH:39][CH:38]=[CH:37][CH:36]=5)[CH2:33][O:32][C:31]4=[O:41])=[N:26][C:25]=23)[CH:5]=[CH:6][C:7]=1[C:8]1[N:12]=[CH:11][N:10](COCC[Si](C)(C)C)[N:9]=1, predict the reaction product. The product is: [F:1][C:2]1[CH:3]=[C:4]([C:21]2[CH:22]=[N:23][N:24]3[CH:29]=[CH:28][C:27]([N:30]4[C@@H:34]([C:35]5[CH:40]=[CH:39][CH:38]=[CH:37][CH:36]=5)[CH2:33][O:32][C:31]4=[O:41])=[N:26][C:25]=23)[CH:5]=[CH:6][C:7]=1[C:8]1[N:12]=[CH:11][NH:10][N:9]=1. (5) Given the reactants Cl[C:2]1[N:7]=[C:6]([NH:8][C:9]2[N:14]=[CH:13][C:12]3[N:15]=[CH:16][N:17]([CH:18]([CH3:20])[CH3:19])[C:11]=3[CH:10]=2)[CH:5]=[CH:4][N:3]=1.[NH:21]1[CH2:26][CH2:25][CH:24]([OH:27])[CH2:23][CH2:22]1.C(N(CC)CC)C, predict the reaction product. The product is: [CH:18]([N:17]1[C:11]2[CH:10]=[C:9]([NH:8][C:6]3[CH:5]=[CH:4][N:3]=[C:2]([N:21]4[CH2:26][CH2:25][CH:24]([OH:27])[CH2:23][CH2:22]4)[N:7]=3)[N:14]=[CH:13][C:12]=2[N:15]=[CH:16]1)([CH3:20])[CH3:19]. (6) Given the reactants Br[CH2:2][CH2:3]Br.[S:5]([O-:8])([O-:7])=[O:6].[Na+:9].[Na+], predict the reaction product. The product is: [CH2:2]([S:5]([O-:8])(=[O:7])=[O:6])[CH2:3][S:5]([O-:8])(=[O:7])=[O:6].[Na+:9].[Na+:9]. (7) Given the reactants [OH:1][CH2:2][C:3]([CH3:20])([CH3:19])[CH2:4][NH:5][C:6]1[CH:11]=[CH:10][C:9]([S:12]([NH2:15])(=[O:14])=[O:13])=[CH:8][C:7]=1[N+:16]([O-:18])=[O:17].C(N(C(C)C)[P:25]([O:31][C:32]([CH3:35])([CH3:34])[CH3:33])[O:26][C:27]([CH3:30])([CH3:29])[CH3:28])(C)C.N1C=NN=N1.OO.S(=O)(=O)(O)[O-:47].[Na+], predict the reaction product. The product is: [P:25]([O:1][CH2:2][C:3]([CH3:20])([CH3:19])[CH2:4][NH:5][C:6]1[CH:11]=[CH:10][C:9]([S:12](=[O:13])(=[O:14])[NH2:15])=[CH:8][C:7]=1[N+:16]([O-:18])=[O:17])([O:26][C:27]([CH3:28])([CH3:29])[CH3:30])([O:31][C:32]([CH3:33])([CH3:34])[CH3:35])=[O:47].